From a dataset of Forward reaction prediction with 1.9M reactions from USPTO patents (1976-2016). Predict the product of the given reaction. (1) Given the reactants [Cl:1][C:2]1[C:3]([C:26]2[N:30]3[CH:31]=[CH:32][CH:33]=[CH:34][C:29]3=[N:28][CH:27]=2)=[N:4][C:5]([NH:8][C:9]2[CH:14]=[CH:13][C:12]([CH2:15][C:16]([N:18]3[CH2:23][CH2:22]N[CH2:20][CH2:19]3)=[O:17])=[CH:11][C:10]=2[O:24][CH3:25])=[N:6][CH:7]=1.N1CC[O:38]CC1.CN(C(ON1N=NC2C=CC=NC1=2)=[N+](C)C)C.F[P-](F)(F)(F)(F)F, predict the reaction product. The product is: [Cl:1][C:2]1[C:3]([C:26]2[N:30]3[CH:31]=[CH:32][CH:33]=[CH:34][C:29]3=[N:28][CH:27]=2)=[N:4][C:5]([NH:8][C:9]2[CH:14]=[CH:13][C:12]([CH2:15][C:16]([N:18]3[CH2:23][CH2:22][O:38][CH2:20][CH2:19]3)=[O:17])=[CH:11][C:10]=2[O:24][CH3:25])=[N:6][CH:7]=1. (2) Given the reactants [S:1]1[CH:5]=[CH:4][N:3]=[C:2]1[CH2:6][OH:7].[H-].[Na+].Cl[C:11]1[N:16]=[N:15][C:14]([N:17]2[CH2:21][C:20]3[CH2:22][N:23]([C:25]([C:27]4[CH:32]=[CH:31][CH:30]=[CH:29][C:28]=4[C:33]([F:36])([F:35])[F:34])=[O:26])[CH2:24][C:19]=3[CH2:18]2)=[CH:13][CH:12]=1, predict the reaction product. The product is: [S:1]1[CH:5]=[CH:4][N:3]=[C:2]1[CH2:6][O:7][C:11]1[N:16]=[N:15][C:14]([N:17]2[CH2:18][C:19]3[CH2:24][N:23]([C:25]([C:27]4[CH:32]=[CH:31][CH:30]=[CH:29][C:28]=4[C:33]([F:34])([F:36])[F:35])=[O:26])[CH2:22][C:20]=3[CH2:21]2)=[CH:13][CH:12]=1. (3) Given the reactants CC(C)([O-])C.[K+].Br[CH2:8][C:9]1[CH:10]=[C:11]([C:15]([F:19])([F:18])[CH2:16][OH:17])[CH:12]=[CH:13][CH:14]=1.[F:20]/[C:21](/[C:34]1[CH:38]=[C:37]([CH3:39])[NH:36][N:35]=1)=[CH:22]\[C:23]1[CH:28]=[CH:27][C:26]([O:29][C:30]([F:33])([F:32])[F:31])=[CH:25][CH:24]=1.O, predict the reaction product. The product is: [F:18][C:15]([F:19])([C:11]1[CH:12]=[CH:13][CH:14]=[C:9]([CH2:8][N:36]2[C:37]([CH3:39])=[CH:38][C:34](/[C:21](/[F:20])=[CH:22]/[C:23]3[CH:24]=[CH:25][C:26]([O:29][C:30]([F:31])([F:32])[F:33])=[CH:27][CH:28]=3)=[N:35]2)[CH:10]=1)[CH2:16][OH:17]. (4) The product is: [CH3:1][O:2][CH2:3][O:4][CH2:5][C:6]1[N:7]=[CH:8][C:9]([CH2:10][OH:11])=[CH:15][CH:16]=1. Given the reactants [CH3:1][O:2][CH2:3][O:4][CH2:5][C:6]1[CH:16]=[CH:15][C:9]([C:10](OCC)=[O:11])=[CH:8][N:7]=1.[H-].[Al+3].[Li+].[H-].[H-].[H-].[OH-].[Na+].C([O-])(=O)C.[NH4+], predict the reaction product.